From a dataset of Rat liver microsome stability data. Regression/Classification. Given a drug SMILES string, predict its absorption, distribution, metabolism, or excretion properties. Task type varies by dataset: regression for continuous measurements (e.g., permeability, clearance, half-life) or binary classification for categorical outcomes (e.g., BBB penetration, CYP inhibition). Dataset: rlm. (1) The molecule is CC(C)(C)C(O)C(Oc1ccc(Cl)cc1)n1cncn1. The result is 0 (unstable in rat liver microsomes). (2) The drug is O=C(N[C@@H](Cc1c[nH]c2ccccc12)C(=O)Nc1ccncc1)c1ccc(N2CCN(Cc3ccc(F)cc3)CC2)cc1F. The result is 1 (stable in rat liver microsomes).